Dataset: Peptide-MHC class II binding affinity with 134,281 pairs from IEDB. Task: Regression. Given a peptide amino acid sequence and an MHC pseudo amino acid sequence, predict their binding affinity value. This is MHC class II binding data. (1) The peptide sequence is AAAQKEVSGVKGFTL. The MHC is HLA-DQA10501-DQB10302 with pseudo-sequence HLA-DQA10501-DQB10302. The binding affinity (normalized) is 0.398. (2) The binding affinity (normalized) is 0. The MHC is DRB3_0202 with pseudo-sequence DRB3_0202. The peptide sequence is ATTEEQKLIEDINAS. (3) The peptide sequence is VDIKPKDSDEFIPMK. The MHC is DRB1_0101 with pseudo-sequence DRB1_0101. The binding affinity (normalized) is 0.185. (4) The peptide sequence is NVYQRGTHPFSRIRD. The MHC is HLA-DQA10102-DQB10501 with pseudo-sequence HLA-DQA10102-DQB10501. The binding affinity (normalized) is 0.